From a dataset of Full USPTO retrosynthesis dataset with 1.9M reactions from patents (1976-2016). Predict the reactants needed to synthesize the given product. (1) Given the product [CH2:26]([O:28][C:29]([C:31]1([C:34]2[CH:39]=[CH:38][C:37]([C:20]3[CH:21]=[CH:22][C:17]([C:16]4[O:15][N:14]=[C:13]([CH3:24])[C:12]=4[NH:11][C:10]([O:9][CH:7]([CH:1]4[CH2:6][CH2:5][CH2:4][CH2:3][CH2:2]4)[CH3:8])=[O:25])=[CH:18][CH:19]=3)=[CH:36][CH:35]=2)[CH2:32][CH2:33]1)=[O:30])[CH3:27], predict the reactants needed to synthesize it. The reactants are: [CH:1]1([CH:7]([O:9][C:10](=[O:25])[NH:11][C:12]2[C:13]([CH3:24])=[N:14][O:15][C:16]=2[C:17]2[CH:22]=[CH:21][C:20](Br)=[CH:19][CH:18]=2)[CH3:8])[CH2:6][CH2:5][CH2:4][CH2:3][CH2:2]1.[CH2:26]([O:28][C:29]([C:31]1([C:34]2[CH:39]=[CH:38][C:37](B3OC(C)(C)C(C)(C)O3)=[CH:36][CH:35]=2)[CH2:33][CH2:32]1)=[O:30])[CH3:27]. (2) Given the product [CH2:29]([O:28][C:26]1[CH:27]=[C:22]([O:21][CH2:20][CH2:19][CH2:18][CH2:17][CH2:16][CH2:15][C:11]2[C:10]([CH2:43][CH2:44][C:45]([OH:47])=[O:46])=[C:9]([CH:14]=[CH:13][CH:12]=2)[O:8][CH2:7][CH2:6][CH2:5][C:4]([OH:50])=[O:3])[CH:23]=[C:24]([C:36]2[CH:41]=[CH:40][CH:39]=[C:38]([F:42])[CH:37]=2)[CH:25]=1)[C:30]1[CH:31]=[CH:32][CH:33]=[CH:34][CH:35]=1, predict the reactants needed to synthesize it. The reactants are: C([O:3][C:4](=[O:50])[CH2:5][CH2:6][CH2:7][O:8][C:9]1[CH:14]=[CH:13][CH:12]=[C:11]([CH2:15][CH2:16][CH2:17][CH2:18][CH2:19][CH2:20][O:21][C:22]2[CH:23]=[C:24]([C:36]3[CH:41]=[CH:40][CH:39]=[C:38]([F:42])[CH:37]=3)[CH:25]=[C:26]([O:28][CH2:29][C:30]3[CH:35]=[CH:34][CH:33]=[CH:32][CH:31]=3)[CH:27]=2)[C:10]=1[CH2:43][CH2:44][C:45]([O:47]CC)=[O:46])C.[OH-].[Na+].